Dataset: Forward reaction prediction with 1.9M reactions from USPTO patents (1976-2016). Task: Predict the product of the given reaction. Given the reactants COC1C=CC(C[N:8]2[C:12]3=[N:13][CH:14]=[CH:15][C:16]([O:17][C:18]4[CH:23]=[CH:22][C:21]([NH:24][C:25]([CH:27]5[CH2:31][CH2:30][N:29]([CH3:32])[C:28]5=[O:33])=[O:26])=[CH:20][C:19]=4[F:34])=[C:11]3[C:10]([CH3:35])=[N:9]2)=CC=1.FC(F)(F)C(O)=O, predict the reaction product. The product is: [F:34][C:19]1[CH:20]=[C:21]([NH:24][C:25]([CH:27]2[CH2:31][CH2:30][N:29]([CH3:32])[C:28]2=[O:33])=[O:26])[CH:22]=[CH:23][C:18]=1[O:17][C:16]1[CH:15]=[CH:14][N:13]=[C:12]2[NH:8][N:9]=[C:10]([CH3:35])[C:11]=12.